Predict the product of the given reaction. From a dataset of Forward reaction prediction with 1.9M reactions from USPTO patents (1976-2016). (1) Given the reactants [CH2:1]([O:3][C:4](=[O:11])[C:5](=O)[CH2:6][C:7](=O)[CH3:8])[CH3:2].Cl.[CH3:13][O:14][C:15]1[CH:20]=[CH:19][C:18]([NH:21][NH2:22])=[CH:17][CH:16]=1, predict the reaction product. The product is: [CH2:1]([O:3][C:4]([C:5]1[N:21]([C:18]2[CH:19]=[CH:20][C:15]([O:14][CH3:13])=[CH:16][CH:17]=2)[N:22]=[C:7]([CH3:8])[CH:6]=1)=[O:11])[CH3:2]. (2) The product is: [Cl:1][C:2]1[C:7]([CH2:8][C:10]#[N:11])=[CH:6][CH:5]=[CH:4][N:3]=1. Given the reactants [Cl:1][C:2]1[C:7]([CH2:8]Cl)=[CH:6][CH:5]=[CH:4][N:3]=1.[C-:10]#[N:11].[Na+], predict the reaction product.